From a dataset of Peptide-MHC class I binding affinity with 185,985 pairs from IEDB/IMGT. Regression. Given a peptide amino acid sequence and an MHC pseudo amino acid sequence, predict their binding affinity value. This is MHC class I binding data. (1) The peptide sequence is MCTELKLSDY. The MHC is HLA-A24:02 with pseudo-sequence HLA-A24:02. The binding affinity (normalized) is 0. (2) The peptide sequence is KEKGGLEGM. The MHC is HLA-B15:01 with pseudo-sequence HLA-B15:01. The binding affinity (normalized) is 0.108. (3) The peptide sequence is NLDPDNKMSY. The MHC is HLA-A11:01 with pseudo-sequence HLA-A11:01. The binding affinity (normalized) is 0.412.